From a dataset of Forward reaction prediction with 1.9M reactions from USPTO patents (1976-2016). Predict the product of the given reaction. (1) The product is: [CH2:1]([O:3][C:4](=[O:17])[C:5]([CH3:7])([O:8][C:9]1[CH:14]=[CH:13][CH:12]=[C:11]([CH2:15][NH:16][C:26](=[O:27])[CH2:25][C:24]2[C:19]([CH3:18])=[N:20][C:21]([C:29]3[CH:34]=[CH:33][C:32]([C:35]([F:36])([F:38])[F:37])=[CH:31][CH:30]=3)=[CH:22][CH:23]=2)[CH:10]=1)[CH3:6])[CH3:2]. Given the reactants [CH2:1]([O:3][C:4](=[O:17])[C:5]([O:8][C:9]1[CH:14]=[CH:13][CH:12]=[C:11]([CH2:15][NH2:16])[CH:10]=1)([CH3:7])[CH3:6])[CH3:2].[CH3:18][C:19]1[C:24]([CH2:25][C:26](O)=[O:27])=[CH:23][CH:22]=[C:21]([C:29]2[CH:34]=[CH:33][C:32]([C:35]([F:38])([F:37])[F:36])=[CH:31][CH:30]=2)[N:20]=1, predict the reaction product. (2) Given the reactants [C:1]([NH2:10])(=O)[C:2]1[C:3](=[CH:5][CH:6]=[CH:7][CH:8]=1)[OH:4].[CH3:11][CH:12]([C:25](=O)[CH3:26])[C:13]([NH:15][C:16]1[CH:21]=[CH:20][C:19]([CH:22]([CH3:24])[CH3:23])=[CH:18][CH:17]=1)=[O:14], predict the reaction product. The product is: [OH:4][C:3]1[CH:5]=[CH:6][CH:7]=[CH:8][C:2]=1[C:1]1[N:15]([C:16]2[CH:21]=[CH:20][C:19]([CH:22]([CH3:24])[CH3:23])=[CH:18][CH:17]=2)[C:13](=[O:14])[C:12]([CH3:11])=[C:25]([CH3:26])[N:10]=1. (3) Given the reactants Cl.C(O[C:5](=[O:9])[CH2:6][NH:7][CH3:8])C.[Cl:10][C:11]1[CH:16]=[C:15]([N:17]=[C:18]=[O:19])[CH:14]=[C:13]([Cl:20])[N:12]=1, predict the reaction product. The product is: [Cl:10][C:11]1[CH:16]=[C:15]([N:17]2[C:5](=[O:9])[CH2:6][N:7]([CH3:8])[C:18]2=[O:19])[CH:14]=[C:13]([Cl:20])[N:12]=1. (4) Given the reactants [NH2:1][C:2]1[C:3]([SH:9])=[N:4][CH:5]=[N:6][C:7]=1[SH:8].[C:10](OCC(Cl)=O)(=[O:12])[CH3:11], predict the reaction product. The product is: [SH:8][C:7]1[C:2]2[N:1]=[C:11]([CH2:10][OH:12])[S:9][C:3]=2[N:4]=[CH:5][N:6]=1.